From a dataset of Reaction yield outcomes from USPTO patents with 853,638 reactions. Predict the reaction yield, written as a fraction of the theoretical maximum amount of product (1.0 means a 100% yield; for example, 0.34 means a 34% yield). (1) The reactants are [NH2:1][C:2]1[CH:7]=[C:6]([O:8][CH2:9][CH3:10])[CH:5]=[CH:4][C:3]=1[NH:11][C:12](=[O:21])[CH2:13][CH2:14][C:15]1[CH:20]=[CH:19][CH:18]=[CH:17][CH:16]=1.[CH:22](=O)[CH:23]([CH3:25])[CH3:24].[BH3-]C#N.[Na+].NC1C=CC=CC=1. The catalyst is CCOC(C)=O.[Cl-].[Cl-].[Zn+2].[BH3-]C#N.[Na+].[Cl-].[Cl-].[Zn+2].CO.C1COCC1. The product is [CH2:9]([O:8][C:6]1[CH:5]=[CH:4][C:3]([NH:11][C:12](=[O:21])[CH2:13][CH2:14][C:15]2[CH:16]=[CH:17][CH:18]=[CH:19][CH:20]=2)=[C:2]([NH:1][CH2:22][CH:23]([CH3:25])[CH3:24])[CH:7]=1)[CH3:10]. The yield is 0.890. (2) The reactants are [Br:1][C:2]1[CH:3]=[C:4]([CH2:8]O)[CH:5]=[N:6][CH:7]=1.[C:10]1(=[O:20])[NH:14][C:13](=[O:15])[C:12]2=[CH:16][CH:17]=[CH:18][CH:19]=[C:11]12.C1C=CC(P(C2C=CC=CC=2)C2C=CC=CC=2)=CC=1.CCOC(/N=N/C(OCC)=O)=O. The catalyst is C1COCC1. The product is [Br:1][C:2]1[CH:3]=[C:4]([CH2:8][N:14]2[C:10](=[O:20])[C:11]3[C:12](=[CH:16][CH:17]=[CH:18][CH:19]=3)[C:13]2=[O:15])[CH:5]=[N:6][CH:7]=1. The yield is 0.823. (3) The yield is 0.810. The catalyst is C1COCC1. The product is [C:1]([O:5][C:6](=[O:19])[NH:7][CH2:8][CH2:9][C:10]1[C:18]2[C:13](=[CH:14][CH:15]=[CH:16][CH:17]=2)[N:12]([CH3:23])[CH:11]=1)([CH3:4])([CH3:2])[CH3:3]. The reactants are [C:1]([O:5][C:6](=[O:19])[NH:7][CH2:8][CH2:9][C:10]1[C:18]2[C:13](=[CH:14][CH:15]=[CH:16][CH:17]=2)[NH:12][CH:11]=1)([CH3:4])([CH3:3])[CH3:2].[H-].[Na+].I[CH3:23]. (4) The reactants are FC(F)(F)C(O)=O.[CH2:8]([O:10][C:11](=[O:53])[CH2:12][C:13]1[CH:14]=[N:15][C:16]([C:19]2[CH:24]=[CH:23][C:22]([C:25]([C:30]3[CH:35]=[CH:34][C:33]([CH2:36][CH2:37][CH:38]([O:43][Si](C(C)(C)C)(C)C)[C:39]([CH3:42])([CH3:41])[CH3:40])=[C:32]([CH3:51])[CH:31]=3)([CH2:28][CH3:29])[CH2:26][CH3:27])=[CH:21][C:20]=2[CH3:52])=[N:17][CH:18]=1)[CH3:9]. The catalyst is ClCCl. The product is [CH2:8]([O:10][C:11](=[O:53])[CH2:12][C:13]1[CH:18]=[N:17][C:16]([C:19]2[CH:24]=[CH:23][C:22]([C:25]([CH2:26][CH3:27])([C:30]3[CH:35]=[CH:34][C:33]([CH2:36][CH2:37][CH:38]([OH:43])[C:39]([CH3:40])([CH3:41])[CH3:42])=[C:32]([CH3:51])[CH:31]=3)[CH2:28][CH3:29])=[CH:21][C:20]=2[CH3:52])=[N:15][CH:14]=1)[CH3:9]. The yield is 0.940. (5) The yield is 0.990. The product is [CH2:1]([N:3]1[C:7]2[C:8]3[CH:9]=[CH:10][CH:11]=[CH:12][C:13]=3[O:14][C:15]3([CH2:20][CH2:19][NH:18][CH2:17][CH2:16]3)[C:6]=2[CH:5]=[N:4]1)[CH3:2]. The reactants are [CH2:1]([N:3]1[C:7]2[C:8]3[CH:9]=[CH:10][CH:11]=[CH:12][C:13]=3[O:14][C:15]3([CH2:20][CH2:19][N:18](C(OCC4C=CC=CC=4)=O)[CH2:17][CH2:16]3)[C:6]=2[CH:5]=[N:4]1)[CH3:2].[H][H]. The catalyst is CO.[Pd].